This data is from Forward reaction prediction with 1.9M reactions from USPTO patents (1976-2016). The task is: Predict the product of the given reaction. Given the reactants O=C1C2C(=CC=CC=2)C(=O)[N:3]1[CH2:12][CH2:13][CH2:14][CH2:15]/[CH:16]=[CH:17]/[C:18]1[C:26]2[C:21](=[CH:22][CH:23]=[C:24]([F:27])[CH:25]=2)[N:20]([CH2:28][CH2:29][CH2:30][O:31][C:32]2[C:41]3[C:36](=[CH:37][CH:38]=[CH:39][CH:40]=3)[CH:35]=[CH:34][CH:33]=2)[C:19]=1[C:42]([O:44]CC)=[O:43].[OH-].[Na+], predict the reaction product. The product is: [NH2:3][CH2:12][CH2:13][CH2:14][CH2:15]/[CH:16]=[CH:17]/[C:18]1[C:26]2[C:21](=[CH:22][CH:23]=[C:24]([F:27])[CH:25]=2)[N:20]([CH2:28][CH2:29][CH2:30][O:31][C:32]2[C:41]3[C:36](=[CH:37][CH:38]=[CH:39][CH:40]=3)[CH:35]=[CH:34][CH:33]=2)[C:19]=1[C:42]([OH:44])=[O:43].